This data is from Reaction yield outcomes from USPTO patents with 853,638 reactions. The task is: Predict the reaction yield, written as a fraction of the theoretical maximum amount of product (1.0 means a 100% yield; for example, 0.34 means a 34% yield). (1) The reactants are [O:1]1[CH:5]=[CH:4][CH:3]=[C:2]1[C:6]1[NH:10][C:9]2[C:11]([OH:18])=[CH:12][CH:13]=[C:14]([C:15]([OH:17])=O)[C:8]=2[N:7]=1.CN(C(ON1N=NC2C=CC=NC1=2)=[N+](C)C)C.F[P-](F)(F)(F)(F)F.[NH2:43][CH2:44][CH2:45][C:46]1[CH:47]=[C:48]([OH:53])[C:49]([OH:52])=[CH:50][CH:51]=1.CCN(C(C)C)C(C)C. The catalyst is CN(C=O)C. The product is [OH:53][C:48]1[CH:47]=[C:46]([CH:51]=[CH:50][C:49]=1[OH:52])[CH2:45][CH2:44][NH:43][C:15]([C:14]1[C:8]2[N:7]=[C:6]([C:2]3[O:1][CH:5]=[CH:4][CH:3]=3)[NH:10][C:9]=2[C:11]([OH:18])=[CH:12][CH:13]=1)=[O:17]. The yield is 0.0600. (2) The reactants are [CH3:1][C:2]([C:8]1[NH:9][C:10]2[C:15]([CH:16]=1)=[CH:14][C:13]([N+:17]([O-])=O)=[CH:12][CH:11]=2)([CH3:7])[C:3]([O:5][CH3:6])=[O:4]. The catalyst is [Ni].CO. The product is [NH2:17][C:13]1[CH:14]=[C:15]2[C:10](=[CH:11][CH:12]=1)[NH:9][C:8]([C:2]([CH3:7])([CH3:1])[C:3]([O:5][CH3:6])=[O:4])=[CH:16]2. The yield is 0.380. (3) The reactants are [CH2:1]([O:8][C:9]([N:11]1[CH2:15][CH2:14][CH2:13][C@H:12]1[C:16](=O)[CH2:17]Br)=[O:10])[C:2]1[CH:7]=[CH:6][CH:5]=[CH:4][CH:3]=1.[NH2:20][C:21]1[C:26]([Br:27])=[CH:25][C:24]([CH3:28])=[CH:23][N:22]=1. No catalyst specified. The product is [CH2:1]([O:8][C:9]([N:11]1[CH2:15][CH2:14][CH2:13][C@H:12]1[C:16]1[N:20]=[C:21]2[C:26]([Br:27])=[CH:25][C:24]([CH3:28])=[CH:23][N:22]2[CH:17]=1)=[O:10])[C:2]1[CH:3]=[CH:4][CH:5]=[CH:6][CH:7]=1. The yield is 0.440. (4) The reactants are OS(O)(=O)=O.[N+:6]([O-:9])(O)=[O:7].[F:10][C:11]1[C:19]([F:20])=[C:18]([F:21])[CH:17]=[CH:16][C:12]=1[C:13]([OH:15])=[O:14]. No catalyst specified. The product is [F:10][C:11]1[C:19]([F:20])=[C:18]([F:21])[C:17]([N+:6]([O-:9])=[O:7])=[CH:16][C:12]=1[C:13]([OH:15])=[O:14]. The yield is 0.920. (5) The reactants are [NH:1]([C:8]1[N:17]=[CH:16][C:15]2[CH2:14][CH2:13][C:12]3[C:18]([C:22](OCC)=[O:23])=[N:19][N:20]([CH3:21])[C:11]=3[C:10]=2[N:9]=1)[C:2]1[CH:7]=[CH:6][CH:5]=[CH:4][CH:3]=1.[CH2:27]([CH2:29][NH2:30])[OH:28]. The catalyst is CO.CN(C)C=O. The product is [NH:1]([C:8]1[N:17]=[CH:16][C:15]2[CH2:14][CH2:13][C:12]3[C:18]([C:22]([NH:30][CH2:29][CH2:27][OH:28])=[O:23])=[N:19][N:20]([CH3:21])[C:11]=3[C:10]=2[N:9]=1)[C:2]1[CH:3]=[CH:4][CH:5]=[CH:6][CH:7]=1. The yield is 0.600. (6) The reactants are [CH3:1][C:2]1[CH:3]=[C:4]([CH:15]=[CH:16][C:17]=1[S:18][CH3:19])[O:5][C:6]1[CH:14]=[N:13][CH:12]=[CH:11][C:7]=1[C:8]([NH2:10])=[O:9].C1N=CN(C(N2C=NC=C2)=O)C=1.CN. The catalyst is C1COCC1. The product is [CH3:1][C:2]1[CH:3]=[C:4]([CH:15]=[CH:16][C:17]=1[S:18][CH3:19])[O:5][C:6]1[CH:14]=[N:13][CH:12]=[CH:11][C:7]=1[C:8]([NH2:10])=[O:9]. The yield is 0.820.